From a dataset of Reaction yield outcomes from USPTO patents with 853,638 reactions. Predict the reaction yield, written as a fraction of the theoretical maximum amount of product (1.0 means a 100% yield; for example, 0.34 means a 34% yield). (1) The reactants are [C:1]([C:3]1[C:4]([I:17])=[C:5]([C:12]([O:14][CH2:15][CH3:16])=[O:13])[S:6][C:7]=1S(C)(=O)=O)#[N:2].[CH3:18][O:19][C:20]1[CH:27]=[C:26]([O:28][CH3:29])[CH:25]=[CH:24][C:21]=1[CH2:22][NH2:23]. The catalyst is O1CCCC1. The product is [C:1]([C:3]1[C:4]([I:17])=[C:5]([C:12]([O:14][CH2:15][CH3:16])=[O:13])[S:6][C:7]=1[NH:23][CH2:22][C:21]1[CH:24]=[CH:25][C:26]([O:28][CH3:29])=[CH:27][C:20]=1[O:19][CH3:18])#[N:2]. The yield is 0.810. (2) The yield is 0.910. The product is [BrH:1].[BrH:1].[BrH:1].[BrH:1].[C:22]([S:23][CH2:2][C:3]1[C:14]2[C:13]3[C:8](=[C:9]([CH2:17][S:23][C:22](=[NH:24])[NH2:21])[CH:10]=[CH:11][C:12]=3[CH2:15][S:23][C:22](=[NH:24])[NH2:21])[C:7]=2[C:6]([CH2:19][S:23][C:22](=[NH:21])[NH2:24])=[CH:5][CH:4]=1)(=[NH:24])[NH2:21]. The reactants are [Br:1][CH2:2][C:3]1[C:14]2[C:13]3[C:8](=[C:9]([CH2:17]Br)[CH:10]=[CH:11][C:12]=3[CH2:15]Br)[C:7]=2[C:6]([CH2:19]Br)=[CH:5][CH:4]=1.[NH2:21][C:22]([NH2:24])=[S:23]. The catalyst is C(O)C. (3) The reactants are [NH2:1][C:2]1[C:28]([Br:29])=[CH:27][C:5]2[C:6]([C:23]([NH:25][CH3:26])=[O:24])=[C:7]([C:9]3[CH:10]=[N:11][C:12]([O:15][C:16]4[CH:21]=[CH:20][C:19]([F:22])=[CH:18][CH:17]=4)=[CH:13][CH:14]=3)[O:8][C:4]=2[CH:3]=1.[CH3:30][S:31](Cl)(=[O:33])=[O:32]. The catalyst is CN(C1C=CN=CC=1)C.N1C=CC=CC=1. The product is [Br:29][C:28]1[C:2]([NH:1][S:31]([CH3:30])(=[O:33])=[O:32])=[CH:3][C:4]2[O:8][C:7]([C:9]3[CH:10]=[N:11][C:12]([O:15][C:16]4[CH:17]=[CH:18][C:19]([F:22])=[CH:20][CH:21]=4)=[CH:13][CH:14]=3)=[C:6]([C:23]([NH:25][CH3:26])=[O:24])[C:5]=2[CH:27]=1. The yield is 0.850. (4) The reactants are [CH2:1]([C@@H:8]1[CH2:19][N:18]2[C:10]([C:11]3[NH:12][C:13]([CH:22]4[CH2:26][CH2:25][CH2:24][CH2:23]4)=[N:14][C:15]=3[N:16]=[C:17]2[C:20]#[N:21])=[N:9]1)[C:2]1[CH:7]=[CH:6][CH:5]=[CH:4][CH:3]=1.[N-:27]=[N+:28]=[N-:29].[Na+].[Cl-].[NH4+].O. The catalyst is CN1CCCC1=O. The product is [CH2:1]([C@@H:8]1[CH2:19][N:18]2[C:10]([C:11]3[NH:12][C:13]([CH:22]4[CH2:26][CH2:25][CH2:24][CH2:23]4)=[N:14][C:15]=3[N:16]=[C:17]2[C:20]2[NH:29][N:28]=[N:27][N:21]=2)=[N:9]1)[C:2]1[CH:7]=[CH:6][CH:5]=[CH:4][CH:3]=1. The yield is 0.830. (5) The reactants are [C:1]([NH:4][CH2:5][CH2:6][CH:7]1[C:15]2[C:10](=[CH:11][CH:12]=[C:13]([NH:17][C:18](=O)[CH2:19][CH2:20][CH2:21][CH2:22][O:23][CH2:24][C:25]3[CH:30]=[CH:29][CH:28]=[CH:27][CH:26]=3)[C:14]=2[OH:16])[CH2:9][CH2:8]1)(=[O:3])[CH3:2].C1(C)C=CC(S([O-])(=O)=O)=CC=1.[NH+]1C=CC=CC=1. The catalyst is C1(C)C(C)=CC=CC=1. The product is [CH2:24]([O:23][CH2:22][CH2:21][CH2:20][CH2:19][C:18]1[O:16][C:14]2[C:15]3[CH:7]([CH2:6][CH2:5][NH:4][C:1](=[O:3])[CH3:2])[CH2:8][CH2:9][C:10]=3[CH:11]=[CH:12][C:13]=2[N:17]=1)[C:25]1[CH:26]=[CH:27][CH:28]=[CH:29][CH:30]=1. The yield is 0.910. (6) The catalyst is CN(C=O)C.CCOC(C)=O. The product is [CH:10]([N:7]1[CH:8]=[C:4]([N+:1]([O-:3])=[O:2])[N:5]=[CH:6]1)([CH3:12])[CH3:11]. The yield is 0.960. The reactants are [N+:1]([C:4]1[N:5]=[CH:6][NH:7][CH:8]=1)([O-:3])=[O:2].I[CH:10]([CH3:12])[CH3:11].C([O-])([O-])=O.[K+].[K+].